This data is from Full USPTO retrosynthesis dataset with 1.9M reactions from patents (1976-2016). The task is: Predict the reactants needed to synthesize the given product. (1) Given the product [C:8]1([NH:7][C:14]2[CH:19]=[CH:18][N:17]3[N:20]=[CH:21][C:22]([C:29]4[CH:30]=[C:31]([O:35][CH3:36])[C:32]([O:33][CH3:34])=[C:27]([O:26][CH3:25])[CH:28]=4)=[C:16]3[N:15]=2)[CH:9]=[CH:10][CH:11]=[CH:12][CH:13]=1, predict the reactants needed to synthesize it. The reactants are: C(OC(=O)[N:7]([C:14]1[CH:19]=[CH:18][N:17]2[N:20]=[CH:21][C:22](Br)=[C:16]2[N:15]=1)[C:8]1[CH:13]=[CH:12][CH:11]=[CH:10][CH:9]=1)(C)(C)C.[CH3:25][O:26][C:27]1[CH:28]=[C:29](B(O)O)[CH:30]=[C:31]([O:35][CH3:36])[C:32]=1[O:33][CH3:34]. (2) The reactants are: [OH:1][CH2:2][CH2:3][C:4]1[C:13](I)=[CH:12][C:7]2[C:8](=[O:11])[O:9][CH2:10][C:6]=2[CH:5]=1.[CH:15]([B-](F)(F)F)=[CH2:16].[K+].CCOC(C)=O. Given the product [OH:1][CH2:2][CH2:3][C:4]1[C:13]([CH:15]=[CH2:16])=[CH:12][C:7]2[C:8](=[O:11])[O:9][CH2:10][C:6]=2[CH:5]=1, predict the reactants needed to synthesize it. (3) The reactants are: Br[C:2]1[CH:3]=[C:4]([C:13]([O:16][CH3:17])=[CH:14][CH:15]=1)[CH2:5][CH:6]1[CH2:10][O:9][C:8]([CH3:12])([CH3:11])[O:7]1.C([Li])CCC.CN(C)[CH:25]=[O:26]. Given the product [CH3:11][C:8]1([CH3:12])[O:7][CH:6]([CH2:5][C:4]2[CH:3]=[C:2]([CH:15]=[CH:14][C:13]=2[O:16][CH3:17])[CH:25]=[O:26])[CH2:10][O:9]1, predict the reactants needed to synthesize it.